This data is from Peptide-MHC class I binding affinity with 185,985 pairs from IEDB/IMGT. The task is: Regression. Given a peptide amino acid sequence and an MHC pseudo amino acid sequence, predict their binding affinity value. This is MHC class I binding data. (1) The peptide sequence is DEEEAIVAYT. The MHC is H-2-Kk with pseudo-sequence H-2-Kk. The binding affinity (normalized) is 0.694. (2) The peptide sequence is LYVNATAGT. The MHC is H-2-Kd with pseudo-sequence H-2-Kd. The binding affinity (normalized) is 0. (3) The MHC is HLA-B57:01 with pseudo-sequence HLA-B57:01. The peptide sequence is FYNGSNWCL. The binding affinity (normalized) is 0.0847.